The task is: Predict the product of the given reaction.. This data is from Forward reaction prediction with 1.9M reactions from USPTO patents (1976-2016). Given the reactants [C:1]([O:5][C:6](=[O:22])[NH:7][CH2:8][CH2:9][CH2:10][O:11][CH2:12][CH2:13][O:14][CH2:15][CH2:16][O:17][CH2:18][CH2:19][CH2:20][NH2:21])([CH3:4])([CH3:3])[CH3:2].CCN(CC)CC.[C:30]([C:32]#[C:33][C:34]1[CH:42]=[CH:41][C:37]([C:38](Cl)=[O:39])=[CH:36][CH:35]=1)#[N:31], predict the reaction product. The product is: [C:1]([O:5][C:6](=[O:22])[NH:7][CH2:8][CH2:9][CH2:10][O:11][CH2:12][CH2:13][O:14][CH2:15][CH2:16][O:17][CH2:18][CH2:19][CH2:20][NH:21][C:38]([C:37]1[CH:41]=[CH:42][C:34]([C:33]#[C:32][C:30]#[N:31])=[CH:35][CH:36]=1)=[O:39])([CH3:3])([CH3:2])[CH3:4].